Dataset: Experimentally validated miRNA-target interactions with 360,000+ pairs, plus equal number of negative samples. Task: Binary Classification. Given a miRNA mature sequence and a target amino acid sequence, predict their likelihood of interaction. (1) The miRNA is hsa-miR-8061 with sequence CUUAGAUUAGAGGAUAUUGUU. The protein sequence of the target gene is MSVPVVYDKRRNLDCREEKEESNLAFVSQDEQDSSSFTILYEEPLQEEDRYTSAELRGSQSLLFPDTSSMPGLACERSESRTDLVHHFEKEGKLGEAFDGDNSEMFLSVEAKRYKIYPLALSPIYEDDSSQEDVLSSEVSPGHHGSSKSRESANQPSSVLSLLQSVSERLQRNFDGDDRQEAEEEEEEAVASGKDWRTEKREHVTFHLPDPSIPFYPEDNQEHAGIFKSYVEFSEPTTSSLQHGRWSEKELFLQKSDMTSKLHSSLKSAYHQYLQTSRTHSSETGTRFGGTLQEPVSKYF.... Result: 0 (no interaction). (2) The miRNA is hsa-miR-92a-3p with sequence UAUUGCACUUGUCCCGGCCUGU. The protein sequence of the target gene is MASWGGEKRGGAEGSPKPAVYATRKTPSVGSQGDQWYLGYPGDQWSSGFPYSWWKNSVGSESKHGEGALDQPQHDVRLEDLGELHRAARSGDVPGVEHILAPGDTGVDKRDRKKSIQQLVPEYKEKQTPESLPQNNNPDWHPTNLTLSDETCQRSKNLKVDDKCPSVSPSMPENQSATKELGQMNLTEREKMDTGVVLLSGNDTLHDLCQSQLPENKESKEAEQDSELTSEEEQERLKGCENKQPQKTSQEPEMAKDCDREDIPIYPVLPHVQKSEEMWIEQGKLEWKNQLKLVINELKQ.... Result: 0 (no interaction). (3) The miRNA is mmu-miR-181a-5p with sequence AACAUUCAACGCUGUCGGUGAGU. The protein sequence of the target gene is MSGEQQLDADLGSGVEVEEFSWEDYLEETGSTTVPYASFKHVDIRLQNGFAPGMKLEVALKNDPETYWVATIITACEQLLLLRYEGYGEDRKADFWCDIRKAGLYPIGWCQQNKKTLEAPEGIRDKVSDWNAFLQQTLIGACGPPVSLLEGLRNGRNPLDLIAPGSKLECQDFRDSLSTWLVTVVENIGGRLKLRYEGLESRDGFEHWLYYLDPFLHHIGWAAQQGCDLQPPLAIKHLKSEADWQEILAKVKEEEPLPSYLFKDKQVIGTHEFSINMKLEAVDPWSPFGISPATIAKVFD.... Result: 1 (interaction). (4) The protein sequence of the target gene is MHRARWLTPVIPALWEAEAGRSRGQEIETILANKKQSAMPWDQDPEQSTGNYSEDEQNGKQKWREEGEAGRKREREKEEKNEKELQDEQENKRKRENEKQKQYPEKRLVSKSLMHTLWAKFKLNRCPTIQESLSLSFEFDMTHKQISQWFCKTRKKYNKEMSKRKHKKKHMRWRSLCCQGWSRTPALK. The miRNA is hsa-miR-6815-5p with sequence UAGGUGGCGCCGGAGGAGUCAUU. Result: 0 (no interaction). (5) The miRNA is hsa-miR-411-3p with sequence UAUGUAACACGGUCCACUAACC. The protein sequence of the target gene is MTCPDKPGQLINWFICSLCVPRVRKLWSSRRPRTRRNLLLGTACAIYLGFLVSQVGRASLQHGQAAEKGPHRSRDTAEPSFPEIPLDGTLAPPESQGNGSTLQPNVVYITLRSKRSKPANIRGTVKPKRRKKHAVASAAPGQEALVGPSLQPQEAAREADAVAPGYAQGANLVKIGERPWRLVRGPGVRAGGPDFLQPSSRESNIRIYSESAPSWLSKDDIRRMRLLADSAVAGLRPVSSRSGARLLVLEGGAPGAVLRCGPSPCGLLKQPLDMSEVFAFHLDRILGLNRTLPSVSRKAE.... Result: 0 (no interaction). (6) The miRNA is hsa-miR-363-5p with sequence CGGGUGGAUCACGAUGCAAUUU. The protein sequence of the target gene is MKLYVFLVNTGTTLTFDTELTVQTVADLKHAIQSKYKIAIQHQVLVVNGGECMAADRRVCTYSAGTDTNPIFLFNKEMILCDRPPAIPKTTFSTENDMEIKVEESLMMPAVFHTVASRTQLALEMYEVAKKLCSFCEGLVHDEHLQHQGWAAIMANLEDCSNSYQKLLFKFESIYSNYLQSIEDIKLKLTHLGTAVSVMAKIPLLECLTRHSYRECLGRLDSLPEHEDSEKAEMKRSTELVLSPDMPRTTNESLLTSFPKSVEHVSPDTADAESGKEIRESCQSTVHQQDETTIDTKDGD.... Result: 0 (no interaction). (7) The miRNA is hsa-miR-542-3p with sequence UGUGACAGAUUGAUAACUGAAA. The protein sequence of the target gene is MAAAAASAPQQLSDEELFSQLRRYGLSPGPVTESTRPVYLKKLKKLREEEQQQHRSGGRGNKTRNSNNNNTAAATVAAAGPAAAAAAGMGVRPVSGDLSYLRTPGGLCRISASGPESLLGGPGGASAAPAAGSKVLLGFSSDESDVEASPRDQAGGGGRKDRASLQYRGLKAPPAPLAASEVTNSNSAERRKPHSWWGARRPAGPELQTPPGKDGAVEDEEGEGEDGEERDPETEEPLWASRTVNGSRLVPYSCRENYSDSEEEDDDDVASSRQVLKDDSLSRHRPRRTHSKPLPPLTAK.... Result: 0 (no interaction). (8) The miRNA is hsa-miR-3065-3p with sequence UCAGCACCAGGAUAUUGUUGGAG. The protein sequence of the target gene is MLGSLVLRRKALAPRLLLRLLRSPTLRGHGGASGRNVTTGSLGEPQWLRVATGGRPGTSPALFSGRGAATGGRQGGRFDTKCLAAATWGRLPGPEETLPGQDSWNGVPSRAGLGMCALAAALVVHCYSKSPSNKDAALLEAARANNMQEVSRLLSEGADVNAKHRLGWTALMVAAINRNNSVVQVLLAAGADPNLGDDFSSVYKTAKEQGIHSLEDGGQDGASRHITNQWTSALEFRRWLGLPAGVLITREDDFNNRLNNRASFKGCTALHYAVLADDYRTVKELLDGGANPLQRNEMGH.... Result: 1 (interaction). (9) The miRNA is cel-miR-1817 with sequence UAGCCAAUGUCUUCUCUAUCAUG. The protein sequence of the target gene is MSGIKRTIKETDPDYEDVSVALPNKRHKAIESSARDAAVQKIETIIKEQFALEMKNKEHEIDVIDQRLIEARRMMDKLRACIVANYYASAGLLKVSEGLKTFDPMAFNHPAIKKFLESPSRSSSPTNQRSETPSANHSESDSLSQHNDFLSDKDNNSNVDVEERPPSTGEQRPSRKAGRDTSSISGSHKRELRNADLTGDETSRLFVKKTIVVGNVSKYIPPDKREENDQSTHKWMVYVRGSRREPSINHFVKKVWFFLHPSYKPNDLVEVREPPFHLTRRGWGEFPVRVQVHFKDSQNK.... Result: 0 (no interaction).